Dataset: Reaction yield outcomes from USPTO patents with 853,638 reactions. Task: Predict the reaction yield, written as a fraction of the theoretical maximum amount of product (1.0 means a 100% yield; for example, 0.34 means a 34% yield). (1) The product is [S:19]1[C:23]2[CH:24]=[CH:25][CH:26]=[CH:27][C:22]=2[N:21]=[C:20]1[O:28][C:29]1[CH:36]=[CH:35][C:32]([CH2:33][N:6]2[CH2:7][C@@H:2]3[CH2:8][C@H:5]2[CH2:4][N:3]3[C:9]([NH2:11])=[O:10])=[CH:31][CH:30]=1. The catalyst is C1COCC1.C(Cl)Cl.[OH-].[Na+]. The yield is 0.440. The reactants are Cl.[C@H:2]12[CH2:8][C@H:5]([NH:6][CH2:7]1)[CH2:4][N:3]2[C:9]([NH2:11])=[O:10].CCN(CC)CC.[S:19]1[C:23]2[CH:24]=[CH:25][CH:26]=[CH:27][C:22]=2[N:21]=[C:20]1[O:28][C:29]1[CH:36]=[CH:35][C:32]([CH:33]=O)=[CH:31][CH:30]=1.C(O[BH-](OC(=O)C)OC(=O)C)(=O)C.[Na+]. (2) The reactants are [CH2:1]([O:8][C:9]1[N:14]=[CH:13][C:12]([CH2:15][C:16]2[CH:20]=[C:19]([C:21]3[C:22]([NH2:28])=[N:23][C:24]([NH2:27])=[CH:25][CH:26]=3)[O:18][N:17]=2)=[CH:11][CH:10]=1)[C:2]1[CH:7]=[CH:6][CH:5]=[CH:4][CH:3]=1.[OH:29][CH2:30][CH:31]=O.N1C=CC=CC=1C.B.C(=O)([O-])O.[Na+]. The catalyst is C(O)(=O)C.CN(C)C=O. The product is [NH2:28][C:22]1[N:23]=[C:24]([NH:27][CH2:31][CH2:30][OH:29])[CH:25]=[CH:26][C:21]=1[C:19]1[O:18][N:17]=[C:16]([CH2:15][C:12]2[CH:13]=[N:14][C:9]([O:8][CH2:1][C:2]3[CH:7]=[CH:6][CH:5]=[CH:4][CH:3]=3)=[CH:10][CH:11]=2)[CH:20]=1. The yield is 0.100.